The task is: Predict the reactants needed to synthesize the given product.. This data is from Full USPTO retrosynthesis dataset with 1.9M reactions from patents (1976-2016). (1) Given the product [CH2:47]([N:41]([CH2:40][CH2:39][CH2:38][O:37][C:34]1[CH:35]=[CH:36][C:31]([CH2:30][C:29]2[C:25]([O:24][C@@H:6]3[O:7][C@H:8]([CH2:19][OH:20])[C@@H:9]([OH:15])[C@H:10]([OH:11])[C@H:5]3[OH:4])=[N:26][NH:27][C:28]=2[CH:55]([CH3:57])[CH3:56])=[C:32]([CH3:54])[CH:33]=1)[CH2:42][CH2:43][C:44](=[O:46])[NH2:45])[C:48]1[CH:53]=[CH:52][CH:51]=[CH:50][CH:49]=1, predict the reactants needed to synthesize it. The reactants are: C([O:4][C@@H:5]1[C@@H:10]([O:11]C(=O)C)[C@H:9]([O:15]C(=O)C)[C@@H:8]([CH2:19][O:20]C(=O)C)[O:7][C@H:6]1[O:24][C:25]1[C:29]([CH2:30][C:31]2[CH:36]=[CH:35][C:34]([O:37][CH2:38][CH2:39][CH2:40][N:41]([CH2:47][C:48]3[CH:53]=[CH:52][CH:51]=[CH:50][CH:49]=3)[CH2:42][CH2:43][C:44](=[O:46])[NH2:45])=[CH:33][C:32]=2[CH3:54])=[C:28]([CH:55]([CH3:57])[CH3:56])[NH:27][N:26]=1)(=O)C.C[O-].[Na+]. (2) Given the product [O:5]=[C:4]([C:6]1[CH:11]=[CH:10][CH:9]=[CH:8][CH:7]=1)[CH2:3][CH2:2][C:17]#[N:18], predict the reactants needed to synthesize it. The reactants are: Cl[CH2:2][CH2:3][C:4]([C:6]1[CH:11]=[CH:10][CH:9]=[CH:8][CH:7]=1)=[O:5].C([O-])(=O)C.[K+].[C-:17]#[N:18].[Na+]. (3) Given the product [C:8]([O:12][C:13](=[O:38])[CH2:14][N:15]([S:23]([C:26]1[CH:35]=[C:34]2[C:29]([C:30]([Cl:37])=[CH:31][N:32]=[C:33]2[NH:4][C:3]([NH2:5])=[NH:2])=[CH:28][CH:27]=1)(=[O:24])=[O:25])[CH2:16][C:17]1[CH:22]=[CH:21][CH:20]=[CH:19][N:18]=1)([CH3:11])([CH3:9])[CH3:10], predict the reactants needed to synthesize it. The reactants are: Cl.[NH2:2][C:3]([NH2:5])=[NH:4].[H-].[Na+].[C:8]([O:12][C:13](=[O:38])[CH2:14][N:15]([S:23]([C:26]1[CH:35]=[C:34]2[C:29]([C:30]([Cl:37])=[CH:31][N:32]=[C:33]2Cl)=[CH:28][CH:27]=1)(=[O:25])=[O:24])[CH2:16][C:17]1[CH:22]=[CH:21][CH:20]=[CH:19][N:18]=1)([CH3:11])([CH3:10])[CH3:9].